This data is from Reaction yield outcomes from USPTO patents with 853,638 reactions. The task is: Predict the reaction yield, written as a fraction of the theoretical maximum amount of product (1.0 means a 100% yield; for example, 0.34 means a 34% yield). (1) The reactants are [Cl:1][C:2]1[CH:3]=[C:4]([CH:24]=[CH:25][C:26]=1[S:27][C:28]1[NH:29][CH:30]=[CH:31][N:32]=1)[NH:5][C:6]1[C:15]2[C:10](=[CH:11][CH:12]=[CH:13][C:14]=2[O:16][CH:17]2[CH2:22][CH2:21][N:20]([CH3:23])[CH2:19][CH2:18]2)[N:9]=[CH:8][N:7]=1.Cl[CH2:34][C:35]([N:37]([CH2:40][CH3:41])[CH2:38][CH3:39])=[O:36]. No catalyst specified. The product is [Cl:1][C:2]1[CH:3]=[C:4]([CH:24]=[CH:25][C:26]=1[S:27][C:28]1[N:32]([CH2:34][C:35](=[O:36])[N:37]([CH2:40][CH3:41])[CH2:38][CH3:39])[CH:31]=[CH:30][N:29]=1)[NH:5][C:6]1[C:15]2[C:10](=[CH:11][CH:12]=[CH:13][C:14]=2[O:16][CH:17]2[CH2:22][CH2:21][N:20]([CH3:23])[CH2:19][CH2:18]2)[N:9]=[CH:8][N:7]=1. The yield is 0.280. (2) The reactants are Br[C:2]1[N:7]=[C:6]2[N:8]([CH2:11][C:12]3[CH:13]=[C:14]4[C:19](=[CH:20][CH:21]=3)[N:18]=[CH:17][CH:16]=[CH:15]4)[N:9]=[N:10][C:5]2=[N:4][CH:3]=1.C(Cl)Cl.[CH2:25]([N:27](CC)CC)C. The catalyst is CC(N(C)C)=O.[C-]#N.[Zn+2].[C-]#N. The product is [N:18]1[C:19]2[C:14](=[CH:13][C:12]([CH2:11][N:8]3[C:6]4=[N:7][C:2]([C:25]#[N:27])=[CH:3][N:4]=[C:5]4[N:10]=[N:9]3)=[CH:21][CH:20]=2)[CH:15]=[CH:16][CH:17]=1. The yield is 0.880. (3) The reactants are [CH2:1]([O:3][C:4](=[O:13])[CH2:5][CH:6]([CH2:11]Br)[CH2:7][CH:8]([CH3:10])[CH3:9])[CH3:2].[P:14]([O:21]CC)([O:18][CH2:19][CH3:20])[O:15][CH2:16][CH3:17]. No catalyst specified. The product is [CH2:1]([O:3][C:4](=[O:13])[CH2:5][CH:6]([CH2:11][P:14]([O:18][CH2:19][CH3:20])([O:15][CH2:16][CH3:17])=[O:21])[CH2:7][CH:8]([CH3:10])[CH3:9])[CH3:2]. The yield is 0.480. (4) The reactants are [CH3:1][N:2]1[C:6]([CH2:7][S:8][C:9]2[N:14]=[C:13]([OH:15])[CH:12]=[C:11]([CH3:16])[N:10]=2)=[CH:5][N:4]=[C:3]1[CH3:17].[ClH:18].O1CCOCC1. The catalyst is CO. The product is [ClH:18].[CH3:1][N:2]1[C:6]([CH2:7][S:8][C:9]2[N:14]=[C:13]([OH:15])[CH:12]=[C:11]([CH3:16])[N:10]=2)=[CH:5][N:4]=[C:3]1[CH3:17]. The yield is 0.920. (5) The reactants are [C:1]([O:5][C:6]([N:8]1[CH2:13][CH2:12][CH2:11][CH2:10][C@@H:9]1[C@@H:14]([OH:42])[C@@H:15]([N:25](CC1C=CC=CC=1C)CC1C=CC=CC=1C)[CH2:16][C:17]1[CH:22]=[C:21]([F:23])[CH:20]=[C:19]([F:24])[CH:18]=1)=[O:7])([CH3:4])([CH3:3])[CH3:2].[H][H]. The catalyst is [OH-].[OH-].[Pd+2].CO. The product is [C:1]([O:5][C:6]([N:8]1[CH2:13][CH2:12][CH2:11][CH2:10][C@@H:9]1[C@@H:14]([OH:42])[C@@H:15]([NH2:25])[CH2:16][C:17]1[CH:22]=[C:21]([F:23])[CH:20]=[C:19]([F:24])[CH:18]=1)=[O:7])([CH3:4])([CH3:2])[CH3:3]. The yield is 0.980.